Dataset: Merck oncology drug combination screen with 23,052 pairs across 39 cell lines. Task: Regression. Given two drug SMILES strings and cell line genomic features, predict the synergy score measuring deviation from expected non-interaction effect. (1) Drug 1: CC1CC2C3CCC4=CC(=O)C=CC4(C)C3(F)C(O)CC2(C)C1(O)C(=O)CO. Synergy scores: synergy=9.00. Cell line: OCUBM. Drug 2: Cn1nnc2c(C(N)=O)ncn2c1=O. (2) Drug 1: C#Cc1cccc(Nc2ncnc3cc(OCCOC)c(OCCOC)cc23)c1. Drug 2: Cn1c(=O)n(-c2ccc(C(C)(C)C#N)cc2)c2c3cc(-c4cnc5ccccc5c4)ccc3ncc21. Cell line: NCIH460. Synergy scores: synergy=34.7. (3) Drug 1: CS(=O)(=O)CCNCc1ccc(-c2ccc3ncnc(Nc4ccc(OCc5cccc(F)c5)c(Cl)c4)c3c2)o1. Drug 2: Cc1nc(Nc2ncc(C(=O)Nc3c(C)cccc3Cl)s2)cc(N2CCN(CCO)CC2)n1. Cell line: EFM192B. Synergy scores: synergy=66.6. (4) Drug 1: COc1cccc2c1C(=O)c1c(O)c3c(c(O)c1C2=O)CC(O)(C(=O)CO)CC3OC1CC(N)C(O)C(C)O1. Drug 2: Cc1nc(Nc2ncc(C(=O)Nc3c(C)cccc3Cl)s2)cc(N2CCN(CCO)CC2)n1. Cell line: OCUBM. Synergy scores: synergy=12.1. (5) Drug 1: CN1C(=O)C=CC2(C)C3CCC4(C)C(NC(=O)OCC(F)(F)F)CCC4C3CCC12. Drug 2: O=c1[nH]cc(F)c(=O)[nH]1. Cell line: COLO320DM. Synergy scores: synergy=8.71. (6) Drug 1: CCC1=CC2CN(C1)Cc1c([nH]c3ccccc13)C(C(=O)OC)(c1cc3c(cc1OC)N(C)C1C(O)(C(=O)OC)C(OC(C)=O)C4(CC)C=CCN5CCC31C54)C2. Drug 2: CNC(=O)c1cc(Oc2ccc(NC(=O)Nc3ccc(Cl)c(C(F)(F)F)c3)cc2)ccn1. Cell line: HT29. Synergy scores: synergy=-15.2. (7) Drug 1: C#Cc1cccc(Nc2ncnc3cc(OCCOC)c(OCCOC)cc23)c1. Drug 2: Cn1c(=O)n(-c2ccc(C(C)(C)C#N)cc2)c2c3cc(-c4cnc5ccccc5c4)ccc3ncc21. Cell line: UWB1289. Synergy scores: synergy=40.6. (8) Drug 1: COC1=C2CC(C)CC(OC)C(O)C(C)C=C(C)C(OC(N)=O)C(OC)C=CC=C(C)C(=O)NC(=CC1=O)C2=O. Drug 2: CNC(=O)c1cc(Oc2ccc(NC(=O)Nc3ccc(Cl)c(C(F)(F)F)c3)cc2)ccn1. Cell line: T47D. Synergy scores: synergy=9.06. (9) Drug 1: CCC1(O)CC2CN(CCc3c([nH]c4ccccc34)C(C(=O)OC)(c3cc4c(cc3OC)N(C)C3C(O)(C(=O)OC)C(OC(C)=O)C5(CC)C=CCN6CCC43C65)C2)C1. Drug 2: CC(C)CC(NC(=O)C(Cc1ccccc1)NC(=O)c1cnccn1)B(O)O. Cell line: EFM192B. Synergy scores: synergy=-28.6.